From a dataset of Full USPTO retrosynthesis dataset with 1.9M reactions from patents (1976-2016). Predict the reactants needed to synthesize the given product. Given the product [OH:16][C:6]1[C:5]([OH:4])=[CH:10][C:9]([C:11]#[N:12])=[C:8](/[CH:24]=[CH:23]/[CH2:22][CH:21]([CH3:28])[CH3:20])[C:7]=1[C:14]#[N:15], predict the reactants needed to synthesize it. The reactants are: C([O:4][C:5]1[CH:10]=[C:9]([C:11]#[N:12])[C:8](Br)=[C:7]([C:14]#[N:15])[C:6]=1[O:16]C(=O)C)(=O)C.[CH3:20][CH:21]([CH3:28])[CH2:22]/[CH:23]=[CH:24]/B(O)O.